This data is from Reaction yield outcomes from USPTO patents with 853,638 reactions. The task is: Predict the reaction yield, written as a fraction of the theoretical maximum amount of product (1.0 means a 100% yield; for example, 0.34 means a 34% yield). The reactants are [C:1]([C:3]1[C:8]([C:9]2[N:13]([S:14]([C:17]3[S:18][CH:19]=[CH:20][CH:21]=3)(=[O:16])=[O:15])[CH:12]=[C:11]([CH2:22][N:23](C)[C:24](=O)OC(C)(C)C)[CH:10]=2)=[CH:7][CH:6]=[CH:5][N:4]=1)#[N:2].C(OCC)(=O)C.[ClH:38]. The catalyst is C(OCC)(=O)C.CC(O)C. The product is [ClH:38].[CH3:24][NH:23][CH2:22][C:11]1[CH:10]=[C:9]([C:8]2[C:3]([C:1]#[N:2])=[N:4][CH:5]=[CH:6][CH:7]=2)[N:13]([S:14]([C:17]2[S:18][CH:19]=[CH:20][CH:21]=2)(=[O:16])=[O:15])[CH:12]=1. The yield is 0.840.